Predict the product of the given reaction. From a dataset of Forward reaction prediction with 1.9M reactions from USPTO patents (1976-2016). (1) Given the reactants [C:1]([N:4]1[C:13]2[C:8](=[CH:9][C:10]([C:14]([OH:16])=O)=[CH:11][CH:12]=2)[C@H:7]([NH:17][C:18]([O:20][CH2:21][C:22]2[CH:27]=[CH:26][CH:25]=[CH:24][CH:23]=2)=[O:19])[C@@H:6]([CH3:28])[C@@H:5]1[CH:29]1[CH2:31][CH2:30]1)(=[O:3])[CH3:2].S(Cl)(Cl)=O.CC[N:38](C(C)C)C(C)C.N, predict the reaction product. The product is: [C:1]([N:4]1[C:13]2[C:8](=[CH:9][C:10]([C:14](=[O:16])[NH2:38])=[CH:11][CH:12]=2)[C@H:7]([NH:17][C:18](=[O:19])[O:20][CH2:21][C:22]2[CH:27]=[CH:26][CH:25]=[CH:24][CH:23]=2)[C@@H:6]([CH3:28])[C@@H:5]1[CH:29]1[CH2:30][CH2:31]1)(=[O:3])[CH3:2]. (2) Given the reactants [N:1]1([C:7]([N:9]2[CH2:14][CH:13]([C:15]3[CH:20]=[CH:19][C:18]([C:21]([F:24])([F:23])[F:22])=[CH:17][CH:16]=3)[CH2:12][CH:11]([C:25](=[S:27])[NH2:26])[CH2:10]2)=[O:8])[CH2:6][CH2:5][O:4][CH2:3][CH2:2]1.Br[CH2:29][C:30](=O)[CH2:31][CH3:32], predict the reaction product. The product is: [CH2:31]([C:30]1[N:26]=[C:25]([CH:11]2[CH2:12][CH:13]([C:15]3[CH:20]=[CH:19][C:18]([C:21]([F:22])([F:23])[F:24])=[CH:17][CH:16]=3)[CH2:14][N:9]([C:7]([N:1]3[CH2:6][CH2:5][O:4][CH2:3][CH2:2]3)=[O:8])[CH2:10]2)[S:27][CH:29]=1)[CH3:32]. (3) Given the reactants [F:1][C:2]([F:17])([F:16])[C:3]1[C:11]2[CH2:10][CH2:9][CH2:8][CH2:7][C:6]=2[N:5]([CH2:12][C:13]([OH:15])=O)[N:4]=1.CN(C=O)C.[CH3:23][O:24][C:25]1[CH:31]=[CH:30][C:29]([C:32]([F:35])([F:34])[F:33])=[CH:28][C:26]=1[NH2:27].CN(C(ON1N=NC2C=CC=NC1=2)=[N+](C)C)C.F[P-](F)(F)(F)(F)F.CCN(C(C)C)C(C)C, predict the reaction product. The product is: [CH3:23][O:24][C:25]1[CH:31]=[CH:30][C:29]([C:32]([F:33])([F:35])[F:34])=[CH:28][C:26]=1[NH:27][C:13](=[O:15])[CH2:12][N:5]1[C:6]2[CH2:7][CH2:8][CH2:9][CH2:10][C:11]=2[C:3]([C:2]([F:1])([F:17])[F:16])=[N:4]1. (4) Given the reactants [CH3:1][O:2][C:3]1[CH:4]=[C:5]([C:11](=O)[CH2:12][CH2:13][CH2:14][CH3:15])[CH:6]=[C:7]([O:9][CH3:10])[CH:8]=1.B(F)(F)F.CCOCC.[CH2:26]([SH:29])[CH2:27][SH:28], predict the reaction product. The product is: [CH2:12]([C:11]1([C:5]2[CH:4]=[C:3]([O:2][CH3:1])[CH:8]=[C:7]([O:9][CH3:10])[CH:6]=2)[S:29][CH2:26][CH2:27][S:28]1)[CH2:13][CH2:14][CH3:15].